This data is from Forward reaction prediction with 1.9M reactions from USPTO patents (1976-2016). The task is: Predict the product of the given reaction. (1) Given the reactants [F:1][C:2]([F:7])([CH2:5][CH3:6])[CH2:3][OH:4].C1C=CC(N([S:15]([C:18]([F:21])([F:20])[F:19])(=[O:17])=[O:16])[S:15]([C:18]([F:21])([F:20])[F:19])(=[O:17])=[O:16])=CC=1.CCN(CC)CC, predict the reaction product. The product is: [F:1][C:2]([F:7])([CH2:5][CH3:6])[CH2:3][O:4][S:15]([C:18]([F:21])([F:20])[F:19])(=[O:17])=[O:16]. (2) Given the reactants C[O:2][C:3]([C:5]1[N:6]=[CH:7][N:8]([C:10]2[CH:15]=[CH:14][CH:13]=[CH:12][CH:11]=2)[CH:9]=1)=[O:4].CO.O.O[Li].O, predict the reaction product. The product is: [C:10]1([N:8]2[CH:9]=[C:5]([C:3]([OH:4])=[O:2])[N:6]=[CH:7]2)[CH:11]=[CH:12][CH:13]=[CH:14][CH:15]=1. (3) Given the reactants C[O:2][C:3](=O)[C:4]1[CH:9]=[C:8]([N+:10]([O-:12])=[O:11])[CH:7]=[CH:6][C:5]=1[O:13][C:14]1[CH:19]=[CH:18][CH:17]=[CH:16][CH:15]=1.[NH2:21][NH2:22], predict the reaction product. The product is: [N+:10]([C:8]1[CH:7]=[CH:6][C:5]([O:13][C:14]2[CH:19]=[CH:18][CH:17]=[CH:16][CH:15]=2)=[C:4]([CH:9]=1)[C:3]([NH:21][NH2:22])=[O:2])([O-:12])=[O:11]. (4) Given the reactants C[O:2][C:3](=[O:31])[C:4]1[CH:9]=[C:8]([N+:10]([O-:12])=[O:11])[CH:7]=[CH:6][C:5]=1[NH:13][C:14]1[CH:19]=[CH:18][C:17]([CH2:20][CH2:21][CH2:22][C:23]2[CH:28]=[CH:27][C:26]([Cl:29])=[C:25]([Cl:30])[CH:24]=2)=[CH:16][CH:15]=1.[OH-].[Na+], predict the reaction product. The product is: [Cl:30][C:25]1[CH:24]=[C:23]([CH2:22][CH2:21][CH2:20][C:17]2[CH:16]=[CH:15][C:14]([NH:13][C:5]3[CH:6]=[CH:7][C:8]([N+:10]([O-:12])=[O:11])=[CH:9][C:4]=3[C:3]([OH:31])=[O:2])=[CH:19][CH:18]=2)[CH:28]=[CH:27][C:26]=1[Cl:29]. (5) Given the reactants [OH-].[Na+:2].[N:3]([C:16]1[CH:17]=[C:18]([C:23]([OH:26])=[CH:24][CH:25]=1)[C:19]([O:21]C)=[O:20])=[N:4][C:5]1[CH:6]=[C:7]([C:12]([OH:15])=[CH:13][CH:14]=1)[C:8]([O:10]C)=[O:9], predict the reaction product. The product is: [Na+:2].[Na+:2].[N:3]([C:16]1[CH:17]=[C:18]([C:23]([OH:26])=[CH:24][CH:25]=1)[C:19]([O-:21])=[O:20])=[N:4][C:5]1[CH:6]=[C:7]([C:12]([OH:15])=[CH:13][CH:14]=1)[C:8]([O-:10])=[O:9]. (6) Given the reactants [NH2:1][C:2]1[CH:3]=[CH:4][C:5]([Cl:17])=[C:6]([NH:8][C:9](=[O:16])[C:10]2[CH:15]=[CH:14][CH:13]=[CH:12][CH:11]=2)[CH:7]=1.[O:18]1[CH2:23][CH2:22][N:21]([C:24]2[CH:32]=[CH:31][C:27]([C:28](O)=[O:29])=[CH:26][N:25]=2)[CH2:20][CH2:19]1, predict the reaction product. The product is: [C:9]([NH:8][C:6]1[CH:7]=[C:2]([NH:1][C:28](=[O:29])[C:27]2[CH:31]=[CH:32][C:24]([N:21]3[CH2:20][CH2:19][O:18][CH2:23][CH2:22]3)=[N:25][CH:26]=2)[CH:3]=[CH:4][C:5]=1[Cl:17])(=[O:16])[C:10]1[CH:15]=[CH:14][CH:13]=[CH:12][CH:11]=1. (7) Given the reactants [NH2:1][C:2]1[CH:7]=[C:6]([O:8][CH3:9])[C:5]([O:10][CH3:11])=[CH:4][C:3]=1[C:12](=[O:14])[CH3:13].Cl.[N:16]([O-])=O.[Na+], predict the reaction product. The product is: [CH3:11][O:10][C:5]1[CH:4]=[C:3]2[C:2](=[CH:7][C:6]=1[O:8][CH3:9])[N:1]=[N:16][CH:13]=[C:12]2[OH:14]. (8) Given the reactants Cl.Cl.[Cl:3][C:4]1[CH:5]=[C:6](/[CH:16]=[CH:17]/[C:18]([O:20][CH2:21][CH3:22])=[O:19])[CH:7]=[N:8][C:9]=1[NH:10][C@@H:11]1[CH2:15][CH2:14][NH:13][CH2:12]1.[C:23]1([CH3:33])[CH:28]=[CH:27][C:26]([S:29](Cl)(=[O:31])=[O:30])=[CH:25][CH:24]=1.CCN(CC)CC.CCOC(C)=O, predict the reaction product. The product is: [Cl:3][C:4]1[CH:5]=[C:6](/[CH:16]=[CH:17]/[C:18]([O:20][CH2:21][CH3:22])=[O:19])[CH:7]=[N:8][C:9]=1[NH:10][C@@H:11]1[CH2:15][CH2:14][N:13]([S:29]([C:26]2[CH:27]=[CH:28][C:23]([CH3:33])=[CH:24][CH:25]=2)(=[O:31])=[O:30])[CH2:12]1.